Dataset: Reaction yield outcomes from USPTO patents with 853,638 reactions. Task: Predict the reaction yield, written as a fraction of the theoretical maximum amount of product (1.0 means a 100% yield; for example, 0.34 means a 34% yield). (1) The reactants are [CH:1]1([S:4](Cl)(=[O:6])=[O:5])[CH2:3][CH2:2]1.[NH2:8][C:9]1[C:28]([C:29]2[CH:34]=[CH:33][CH:32]=[C:31]([C:35](=[O:46])[NH:36][C:37]([C:40]3[CH:45]=[CH:44][CH:43]=[CH:42][CH:41]=3)([CH3:39])[CH3:38])[CH:30]=2)=[CH:27][C:12]2[C:13]([C:23]([NH:25][CH3:26])=[O:24])=[C:14]([C:16]3[CH:21]=[CH:20][C:19]([F:22])=[CH:18][CH:17]=3)[O:15][C:11]=2[CH:10]=1. The catalyst is N1C=CC=CC=1. The product is [CH:1]1([S:4]([NH:8][C:9]2[C:28]([C:29]3[CH:34]=[CH:33][CH:32]=[C:31]([C:35](=[O:46])[NH:36][C:37]([C:40]4[CH:41]=[CH:42][CH:43]=[CH:44][CH:45]=4)([CH3:39])[CH3:38])[CH:30]=3)=[CH:27][C:12]3[C:13]([C:23]([NH:25][CH3:26])=[O:24])=[C:14]([C:16]4[CH:17]=[CH:18][C:19]([F:22])=[CH:20][CH:21]=4)[O:15][C:11]=3[CH:10]=2)(=[O:6])=[O:5])[CH2:3][CH2:2]1. The yield is 0.700. (2) The reactants are [CH:1]1([N:4]2[C:9](=[O:10])[C:8]3[C:11](OS(C(F)(F)F)(=O)=O)=[C:12]([CH3:17])[C:13](=[O:16])[N:14]([CH3:15])[C:7]=3[N:6]([C:26]3[CH:31]=[CH:30][C:29]([I:32])=[CH:28][C:27]=3[F:33])[C:5]2=[O:34])[CH2:3][CH2:2]1.[NH2:35][C:36]1[CH:37]=[C:38]([NH:42][S:43]([CH3:46])(=[O:45])=[O:44])[CH:39]=[CH:40][CH:41]=1.CN(C)C(=O)C.N1C(C)=CC=CC=1C. The catalyst is CO. The product is [CH:1]1([N:4]2[C:9](=[O:10])[C:8]3[C:11]([NH:35][C:36]4[CH:37]=[C:38]([NH:42][S:43]([CH3:46])(=[O:45])=[O:44])[CH:39]=[CH:40][CH:41]=4)=[C:12]([CH3:17])[C:13](=[O:16])[N:14]([CH3:15])[C:7]=3[N:6]([C:26]3[CH:31]=[CH:30][C:29]([I:32])=[CH:28][C:27]=3[F:33])[C:5]2=[O:34])[CH2:2][CH2:3]1. The yield is 0.960. (3) The reactants are [NH2:1][C:2]1[C:3]([C:15]([NH2:17])=[O:16])=[CH:4][C:5]2[C:13]3[C:8](=[CH:9][CH:10]=[CH:11][CH:12]=3)[NH:7][C:6]=2[N:14]=1.[CH3:18][C:19]1([O:22][CH2:21]1)[CH3:20].C(=O)([O-])[O-].[Cs+].[Cs+]. The product is [NH2:1][C:2]1[C:3]([C:15]([NH2:17])=[O:16])=[CH:4][C:5]2[C:13]3[C:8](=[CH:9][CH:10]=[CH:11][CH:12]=3)[N:7]([CH2:18][C:19]([OH:22])([CH3:21])[CH3:20])[C:6]=2[N:14]=1. The yield is 0.700. The catalyst is CN(C)C=O. (4) The reactants are Br[C:2]1[CH:3]=[C:4]([N:8]2[C:16]3[CH2:15][CH2:14][N:13]([C:17]4[S:18][CH:19]=[CH:20][N:21]=4)[CH2:12][C:11]=3[C:10]([C:22]([O:24][CH2:25][CH3:26])=[O:23])=[N:9]2)[CH:5]=[CH:6][CH:7]=1.[C:27]([C@:29]1([OH:36])[CH2:33][CH2:32][N:31]([CH3:34])[C:30]1=[O:35])#[CH:28]. No catalyst specified. The product is [OH:36][C@@:29]1([C:27]#[C:28][C:2]2[CH:3]=[C:4]([N:8]3[C:16]4[CH2:15][CH2:14][N:13]([C:17]5[S:18][CH:19]=[CH:20][N:21]=5)[CH2:12][C:11]=4[C:10]([C:22]([O:24][CH2:25][CH3:26])=[O:23])=[N:9]3)[CH:5]=[CH:6][CH:7]=2)[CH2:33][CH2:32][N:31]([CH3:34])[C:30]1=[O:35]. The yield is 0.800. (5) The yield is 0.580. The catalyst is C(#N)C.C1C=CC(P([C]2[CH][CH][CH][CH]2)C2C=CC=CC=2)=CC=1.C1C=CC(P([C]2[CH][CH][CH][CH]2)C2C=CC=CC=2)=CC=1.Cl[Pd]Cl.[Fe]. The reactants are Br[C:2]1[S:3][C:4]([NH:30][C:31](=[O:37])[O:32][C:33]([CH3:36])([CH3:35])[CH3:34])=[C:5]([C:7](=[O:29])[NH:8][C:9]2[CH:10]=[N:11][N:12]([CH3:28])[C:13]=2[N:14]2[CH2:20][CH2:19][CH2:18][C@H:17]([NH:21][C:22](=[O:27])[C:23]([F:26])([F:25])[F:24])[CH2:16][CH2:15]2)[N:6]=1.[F:38][C:39]1[CH:44]=[C:43](B2OC(C)(C)C(C)(C)O2)[CH:42]=[CH:41][N:40]=1.CC([O-])=O.[K+].C([O-])([O-])=O.[Na+].[Na+]. The product is [F:38][C:39]1[CH:44]=[C:43]([C:2]2[S:3][C:4]([NH:30][C:31](=[O:37])[O:32][C:33]([CH3:36])([CH3:35])[CH3:34])=[C:5]([C:7](=[O:29])[NH:8][C:9]3[CH:10]=[N:11][N:12]([CH3:28])[C:13]=3[N:14]3[CH2:20][CH2:19][CH2:18][C@H:17]([NH:21][C:22](=[O:27])[C:23]([F:26])([F:25])[F:24])[CH2:16][CH2:15]3)[N:6]=2)[CH:42]=[CH:41][N:40]=1. (6) The reactants are [CH2:1]([O:5][C:6]([CH:8]1[CH2:13][CH2:12][CH:11]=[CH:10][CH:9]1OC(=O)C)=[O:7])[CH2:2][CH2:3][CH3:4].CC(C)([O-])C.[K+].O. The catalyst is O1CCCC1. The product is [CH2:1]([O:5][C:6]([C:8]1[CH2:13][CH2:12][CH:11]=[CH:10][CH:9]=1)=[O:7])[CH2:2][CH2:3][CH3:4]. The yield is 0.860. (7) The reactants are [CH3:22][C:17]1[CH:18]=[CH:19][CH:20]=[CH:21][C:16]=1P([C:16]1[CH:21]=[CH:20][CH:19]=[CH:18][C:17]=1[CH3:22])[C:16]1[CH:21]=[CH:20][CH:19]=[CH:18][C:17]=1[CH3:22].C(N(CC)C(C)C)(C)C.[O:32]1[CH:36]=[CH:35][CH2:34][CH2:33]1.C(OCC)(=[O:39])C. The catalyst is C1(C)C=CC=CC=1.CCCCCC.C1C=CC(/C=C/C(/C=C/C2C=CC=CC=2)=O)=CC=1.C1C=CC(/C=C/C(/C=C/C2C=CC=CC=2)=O)=CC=1.C1C=CC(/C=C/C(/C=C/C2C=CC=CC=2)=O)=CC=1.[Pd].[Pd]. The product is [O:32]1[CH:33]=[CH:34][CH2:35][CH:36]1[C:19]1[CH:18]=[C:17]([CH:16]=[CH:21][CH:20]=1)[CH:22]=[O:39]. The yield is 0.620.